Dataset: Full USPTO retrosynthesis dataset with 1.9M reactions from patents (1976-2016). Task: Predict the reactants needed to synthesize the given product. (1) Given the product [N+:20](=[CH:19][C:10](=[O:11])[CH2:9][C:6]1[CH:7]=[CH:8][C:3]([C:2]([F:14])([F:13])[F:1])=[CH:4][CH:5]=1)=[N-:21], predict the reactants needed to synthesize it. The reactants are: [F:1][C:2]([F:14])([F:13])[C:3]1[CH:8]=[CH:7][C:6]([CH2:9][C:10](Cl)=[O:11])=[CH:5][CH:4]=1.C[Si]([CH:19]=[N+:20]=[N-:21])(C)C.C(OCC)C. (2) Given the product [N:25]1([CH:30]2[CH2:35][CH2:34][N:33]([S:20]([C:17]3[CH:18]=[CH:19][C:14]([CH2:13][NH:12][C:10]([C:2]4[O:1][C:5]5=[CH:6][N:7]=[CH:8][CH:9]=[C:4]5[CH:3]=4)=[O:11])=[CH:15][CH:16]=3)(=[O:22])=[O:21])[CH2:32][CH2:31]2)[CH2:29][CH2:28][CH2:27][CH2:26]1, predict the reactants needed to synthesize it. The reactants are: [O:1]1[C:5]2=[CH:6][N:7]=[CH:8][CH:9]=[C:4]2[CH:3]=[C:2]1[C:10]([NH:12][CH2:13][C:14]1[CH:19]=[CH:18][C:17]([S:20](Cl)(=[O:22])=[O:21])=[CH:16][CH:15]=1)=[O:11].Cl.[N:25]1([CH:30]2[CH2:35][CH2:34][NH:33][CH2:32][CH2:31]2)[CH2:29][CH2:28][CH2:27][CH2:26]1.C(N(CC)CC)C. (3) Given the product [F:30][C:31]1[CH:36]=[CH:35][CH:34]=[CH:33][C:32]=1[CH2:37][C:38]1[N:39]=[C:16]([C:15]2[C:9]3[C:10](=[N:11][CH:12]=[C:7]([C:5]4[CH:4]=[N:3][N:2]([CH3:1])[CH:6]=4)[CH:8]=3)[NH:13][CH:14]=2)[O:18][N:40]=1, predict the reactants needed to synthesize it. The reactants are: [CH3:1][N:2]1[CH:6]=[C:5]([C:7]2[CH:8]=[C:9]3[C:15]([C:16]([O:18]C4C(F)=C(F)C(F)=C(F)C=4F)=O)=[CH:14][NH:13][C:10]3=[N:11][CH:12]=2)[CH:4]=[N:3]1.[F:30][C:31]1[CH:36]=[CH:35][CH:34]=[CH:33][C:32]=1[CH2:37][C:38]([NH:40]O)=[NH:39]. (4) Given the product [C@H:11]1([NH:10][C:7]2[O:8][CH2:9][C:4]3[CH:3]=[C:2]([CH:22]=[CH2:23])[CH:21]=[CH:20][C:5]=3[N:6]=2)[C:19]2[C:14](=[CH:15][CH:16]=[CH:17][CH:18]=2)[CH2:13][CH2:12]1, predict the reactants needed to synthesize it. The reactants are: Br[C:2]1[CH:21]=[CH:20][C:5]2[N:6]=[C:7]([NH:10][C@H:11]3[C:19]4[C:14](=[CH:15][CH:16]=[CH:17][CH:18]=4)[CH2:13][CH2:12]3)[O:8][CH2:9][C:4]=2[CH:3]=1.[CH2:22]([Sn](CCCC)(CCCC)C=C)[CH2:23]CC. (5) The reactants are: C(O[C:4]([C@@H:6]1[C@H:11]([O:12]C(=O)C)C=CC[O:7]1)=[O:5])C.C[N+]1([O-])CC[O:20][CH2:19]C1.S(S([O-])=O)([O-])=O.[Na+].[Na+].[O-][Si]([O-])=O.[Mg+2].[CH2:37]1[CH2:41][O:40][CH2:39][CH2:38]1.[C:42]([OH:46])(C)(C)[CH3:43].[OH2:47]. Given the product [CH2:42]([O:46][C:19]([C@@H:38]1[C@H:39]([O:40][C:41](=[O:47])[CH3:37])[C@@H:4]([OH:5])[C@@H:6]([OH:7])[CH2:11][O:12]1)=[O:20])[CH3:43], predict the reactants needed to synthesize it. (6) The reactants are: CS([O:5][C:6]1[C:28](=[O:29])[N:10]2[CH2:11][C@@H:12]([O:26][CH3:27])[CH2:13][CH2:14][C@@H:15]([N:16]([C:19](=[O:25])[C:20]([N:22]([CH3:24])[CH3:23])=[O:21])[CH2:17][CH3:18])[C:9]2=[N:8][C:7]=1[C:30]([NH:32][CH2:33][C:34]1[CH:39]=[CH:38][C:37]([F:40])=[CH:36][CH:35]=1)=[O:31])(=O)=O.[OH-].[Na+].Cl. Given the product [CH2:17]([N:16]([C@@H:15]1[CH2:14][CH2:13][C@H:12]([O:26][CH3:27])[CH2:11][N:10]2[C:28](=[O:29])[C:6]([OH:5])=[C:7]([C:30]([NH:32][CH2:33][C:34]3[CH:39]=[CH:38][C:37]([F:40])=[CH:36][CH:35]=3)=[O:31])[N:8]=[C:9]12)[C:19](=[O:25])[C:20]([N:22]([CH3:23])[CH3:24])=[O:21])[CH3:18], predict the reactants needed to synthesize it. (7) Given the product [F:1][C:2]([F:7])([F:6])[C:3]([OH:5])=[O:4].[CH2:55]([O:62][C:63]([N:65]1[CH2:70][CH2:69][CH:68]([NH:71][C:72]([N:52]2[CH2:53][CH2:54][C@@H:50]([NH:49][C:47]([NH:46][C@@H:43]3[CH2:44][CH2:45][N:41]([C:20]4[N:19]=[C:18]5[C:23]([N:24]=[CH:25][N:17]5[C@H:10]5[C@H:9]([OH:8])[C@H:13]([OH:14])[C@@H:12]([CH2:15][OH:16])[O:11]5)=[C:22]([NH:26][CH2:27][CH:28]([C:35]5[CH:36]=[CH:37][CH:38]=[CH:39][CH:40]=5)[C:29]5[CH:30]=[CH:31][CH:32]=[CH:33][CH:34]=5)[N:21]=4)[CH2:42]3)=[O:48])[CH2:51]2)=[O:73])[CH2:67][CH2:66]1)=[O:64])[C:56]1[CH:61]=[CH:60][CH:59]=[CH:58][CH:57]=1, predict the reactants needed to synthesize it. The reactants are: [F:1][C:2]([F:7])([F:6])[C:3]([OH:5])=[O:4].[OH:8][C@@H:9]1[C@H:13]([OH:14])[C@@H:12]([CH2:15][OH:16])[O:11][C@H:10]1[N:17]1[CH:25]=[N:24][C:23]2[C:18]1=[N:19][C:20]([N:41]1[CH2:45][CH2:44][C@@H:43]([NH:46][C:47]([NH:49][C@@H:50]3[CH2:54][CH2:53][NH:52][CH2:51]3)=[O:48])[CH2:42]1)=[N:21][C:22]=2[NH:26][CH2:27][CH:28]([C:35]1[CH:40]=[CH:39][CH:38]=[CH:37][CH:36]=1)[C:29]1[CH:34]=[CH:33][CH:32]=[CH:31][CH:30]=1.[CH2:55]([O:62][C:63]([N:65]1[CH2:70][CH2:69][CH:68]([N:71]=[C:72]=[O:73])[CH2:67][CH2:66]1)=[O:64])[C:56]1[CH:61]=[CH:60][CH:59]=[CH:58][CH:57]=1.C(N(CC)CC)C.